This data is from Forward reaction prediction with 1.9M reactions from USPTO patents (1976-2016). The task is: Predict the product of the given reaction. (1) Given the reactants C([C:5]1[CH:13]=[CH:12][C:8]([C:9](Cl)=[O:10])=[CH:7][CH:6]=1)(C)(C)C, predict the reaction product. The product is: [C:8]([C:9]([C:8]1[CH:7]=[CH:6][CH:5]=[CH:13][CH:12]=1)=[O:10])([CH3:12])([CH3:9])[CH3:7]. (2) Given the reactants [C:1]1([C@H:7]2[C@@H:11]([C:12]3[CH:17]=[CH:16][CH:15]=[CH:14][CH:13]=3)[NH:10][C:9](=[S:18])[NH:8]2)[CH:6]=[CH:5][CH:4]=[CH:3][CH:2]=1.[Br:19][C:20]1[CH:21]=[C:22]([CH:25]=[CH:26][CH:27]=1)[CH2:23][Cl:24], predict the reaction product. The product is: [ClH:24].[Br:19][C:20]1[CH:21]=[C:22]([CH:25]=[CH:26][CH:27]=1)[CH2:23][S:18][C:9]1[NH:8][C@H:7]([C:1]2[CH:2]=[CH:3][CH:4]=[CH:5][CH:6]=2)[C@H:11]([C:12]2[CH:13]=[CH:14][CH:15]=[CH:16][CH:17]=2)[N:10]=1.